Dataset: Full USPTO retrosynthesis dataset with 1.9M reactions from patents (1976-2016). Task: Predict the reactants needed to synthesize the given product. (1) Given the product [C:39]([S:42][CH2:43][CH2:44][CH2:45][C:46]([O:1][C@@:2]([CH3:38])([C:3](=[O:35])[C@@H:4]([NH:12][C:13](=[O:34])[C@@H:14]([NH:18][C:19](=[O:33])[C@@H:20]([NH:24][C:25]([C:27]1[S:31][C:30]([CH3:32])=[N:29][CH:28]=1)=[O:26])[CH2:21][O:22][CH3:23])[CH2:15][O:16][CH3:17])[CH2:5][C:6]1[CH:7]=[CH:8][CH:9]=[CH:10][CH:11]=1)[CH2:36][I:37])=[O:47])(=[O:41])[CH3:40], predict the reactants needed to synthesize it. The reactants are: [OH:1][C@:2]([CH3:38])([CH2:36][I:37])[C:3](=[O:35])[C@@H:4]([NH:12][C:13](=[O:34])[C@@H:14]([NH:18][C:19](=[O:33])[C@@H:20]([NH:24][C:25]([C:27]1[S:31][C:30]([CH3:32])=[N:29][CH:28]=1)=[O:26])[CH2:21][O:22][CH3:23])[CH2:15][O:16][CH3:17])[CH2:5][C:6]1[CH:11]=[CH:10][CH:9]=[CH:8][CH:7]=1.[C:39]([S:42][CH2:43][CH2:44][CH2:45][C:46](O[C:46](=[O:47])[CH2:45][CH2:44][CH2:43][S:42][C:39](=[O:41])[CH3:40])=[O:47])(=[O:41])[CH3:40]. (2) Given the product [Br:1][C:2]1[N:6]2[CH2:7][CH2:8][CH2:9][N:10]([CH3:12])[CH2:11][C:5]2=[C:4]([C:13]([NH:25][C@@H:26]([C:27]([CH3:30])([CH3:29])[CH3:28])[C:31]([N:35]([CH3:36])[CH3:34])=[O:33])=[O:14])[N:3]=1, predict the reactants needed to synthesize it. The reactants are: [Br:1][C:2]1[N:6]2[CH2:7][CH2:8][CH2:9][N:10]([CH3:12])[CH2:11][C:5]2=[C:4]([C:13](N[C@@H](CC(C)C)C(NC)=O)=[O:14])[N:3]=1.[NH2:25][C@H:26]([C:31]([OH:33])=O)[C:27]([CH3:30])([CH3:29])[CH3:28].[CH3:34][NH:35][CH3:36]. (3) Given the product [CH2:20]([C:11]1[C:10]2[C:5]([C:4]([CH2:1][CH2:2][CH3:3])=[C:17]3[C:12]=1[CH:13]=[C:14]([I:19])[C:15]([I:18])=[CH:16]3)=[CH:6][CH:7]=[CH:8][CH:9]=2)[CH2:21][CH3:22], predict the reactants needed to synthesize it. The reactants are: [CH2:1]([C:4]1[C:5]2[CH2:6][CH2:7][CH2:8][CH2:9][C:10]=2[C:11]([CH2:20][CH2:21][CH3:22])=[C:12]2[C:17]=1[CH:16]=[C:15]([I:18])[C:14]([I:19])=[CH:13]2)[CH2:2][CH3:3].ClC1C(=O)C(C#N)=C(C#N)C(=O)C=1Cl.